Dataset: Reaction yield outcomes from USPTO patents with 853,638 reactions. Task: Predict the reaction yield, written as a fraction of the theoretical maximum amount of product (1.0 means a 100% yield; for example, 0.34 means a 34% yield). (1) The reactants are [O:1]1[CH2:3][CH:2]1[CH2:4][CH2:5][O:6][C:7]1[CH:14]=[CH:13][C:10]([C:11]#[N:12])=[CH:9][CH:8]=1.[NH3:15]. The catalyst is C(O)(C)C. The product is [NH2:15][CH2:3][CH:2]([OH:1])[CH2:4][CH2:5][O:6][C:7]1[CH:14]=[CH:13][C:10]([C:11]#[N:12])=[CH:9][CH:8]=1. The yield is 0.930. (2) The reactants are [Br:1][C:2]1[C:6]2[CH2:7][N:8]([C:11](OC(C)(C)C)=[O:12])[CH2:9][CH2:10][C:5]=2[N:4]([CH:18]2[CH2:22][CH2:21][O:20][CH2:19]2)[N:3]=1.[C:23](O)(C(F)(F)F)=O.C(OC(=O)C)(=O)C. The catalyst is C(Cl)Cl. The product is [Br:1][C:2]1[C:6]2[CH2:7][N:8]([C:11](=[O:12])[CH3:23])[CH2:9][CH2:10][C:5]=2[N:4]([CH:18]2[CH2:22][CH2:21][O:20][CH2:19]2)[N:3]=1. The yield is 0.820. (3) The reactants are N[C@H:2]([C:7]1[CH:12]=[CH:11][CH:10]=[CH:9][CH:8]=1)[C:3]([O:5][CH3:6])=[O:4].[BrH:13].N([O-])=O.[Na+]. The catalyst is O. The product is [Br:13][C@@H:2]([C:7]1[CH:12]=[CH:11][CH:10]=[CH:9][CH:8]=1)[C:3]([O:5][CH3:6])=[O:4]. The yield is 0.400. (4) The reactants are [F:1][C:2]1[CH:3]=[C:4]([CH:24]=[C:25]([F:27])[CH:26]=1)[C:5]([N:7]=[C:8]1[N:12]([CH:13]([CH3:19])[C:14]([O:16]CC)=[O:15])[C:11]2[CH:20]=[CH:21][CH:22]=[CH:23][C:10]=2[S:9]1)=[O:6].O1CCCC1.[OH-].[Na+]. The catalyst is CO. The product is [F:1][C:2]1[CH:3]=[C:4]([CH:24]=[C:25]([F:27])[CH:26]=1)[C:5]([N:7]=[C:8]1[N:12]([CH:13]([CH3:19])[C:14]([OH:16])=[O:15])[C:11]2[CH:20]=[CH:21][CH:22]=[CH:23][C:10]=2[S:9]1)=[O:6]. The yield is 0.800. (5) The reactants are [Cl:1][C:2]1[CH:7]=[C:6]([Cl:8])[CH:5]=[CH:4][C:3]=1[CH2:9][OH:10].Cl[C:12]1[CH:17]=[C:16](I)[CH:15]=[CH:14][N:13]=1.C([O-])([O-])=[O:20].[Cs+].[Cs+].N1C2C(=CC=C3C=2N=CC=C3)C=CC=1. The catalyst is C1(C)C=CC=CC=1.[Cu]I.C(O)=O.O. The yield is 0.240. The product is [Cl:1][C:2]1[CH:7]=[C:6]([Cl:8])[CH:5]=[CH:4][C:3]=1[CH2:9][O:10][C:16]1[CH:15]=[CH:14][NH:13][C:12](=[O:20])[CH:17]=1. (6) The reactants are [NH2:1][C:2]1[N:7]=[CH:6][N:5]=[C:4]2[N:8]([C@@H:26]3[CH2:31][CH2:30][CH2:29][N:28]([C:32](=[O:36])[CH2:33][C:34]#[N:35])[CH2:27]3)[N:9]=[C:10]([C:11]3[CH:16]=[CH:15][C:14]([O:17][C:18]4[CH:23]=[C:22]([F:24])[CH:21]=[C:20]([F:25])[CH:19]=4)=[CH:13][CH:12]=3)[C:3]=12.[CH:37]1([CH:40]=O)[CH2:39][CH2:38]1.N1CCCCC1.ClCCl. The catalyst is CO. The product is [NH2:1][C:2]1[N:7]=[CH:6][N:5]=[C:4]2[N:8]([C@@H:26]3[CH2:31][CH2:30][CH2:29][N:28]([C:32]([C:33](=[CH:40][CH:37]4[CH2:39][CH2:38]4)[C:34]#[N:35])=[O:36])[CH2:27]3)[N:9]=[C:10]([C:11]3[CH:16]=[CH:15][C:14]([O:17][C:18]4[CH:19]=[C:20]([F:25])[CH:21]=[C:22]([F:24])[CH:23]=4)=[CH:13][CH:12]=3)[C:3]=12. The yield is 0.420. (7) The reactants are [Cl-].O[NH3+:3].[C:4](=[O:7])([O-])[OH:5].[Na+].CS(C)=O.[CH2:13]([C:15]1[N:16]=[C:17]([CH2:48][CH2:49][CH3:50])[N:18]([CH2:32][C:33]2[CH:38]=[CH:37][C:36]([C:39]3[C:40]([C:45]#[N:46])=[CH:41][CH:42]=[CH:43][CH:44]=3)=[CH:35][C:34]=2[F:47])[C:19](=[O:31])[C:20]=1[C:21]1[CH:22]=[N:23][C:24]([O:27][CH:28]([CH3:30])[CH3:29])=[CH:25][CH:26]=1)[CH3:14]. The catalyst is O. The product is [CH2:13]([C:15]1[N:16]=[C:17]([CH2:48][CH2:49][CH3:50])[N:18]([CH2:32][C:33]2[CH:38]=[CH:37][C:36]([C:39]3[CH:44]=[CH:43][CH:42]=[CH:41][C:40]=3[C:45]3[NH:3][C:4](=[O:7])[O:5][N:46]=3)=[CH:35][C:34]=2[F:47])[C:19](=[O:31])[C:20]=1[C:21]1[CH:22]=[N:23][C:24]([O:27][CH:28]([CH3:29])[CH3:30])=[CH:25][CH:26]=1)[CH3:14]. The yield is 0.540. (8) The reactants are [F:1][B-](F)(F)F.N#[O+].[I:8][C:9]1[CH:15]=[C:14]([N+:16]([O-:18])=[O:17])[CH:13]=[CH:12][C:10]=1N. The catalyst is ClCCl. The product is [F:1][C:10]1[CH:12]=[CH:13][C:14]([N+:16]([O-:18])=[O:17])=[CH:15][C:9]=1[I:8]. The yield is 0.380. (9) The reactants are C([O-])([O-])=O.[K+].[K+].F[C:8]1[C:16]2[CH:15]=[CH:14][S:13][C:12]=2[C:11]([C:17]#[N:18])=[CH:10][CH:9]=1.[NH2:19][C@@H:20]([C:24]([OH:26])=[O:25])[C@H:21]([CH3:23])[OH:22]. The catalyst is CS(C)=O. The product is [C:17]([C:11]1[C:12]2[S:13][CH:14]=[CH:15][C:16]=2[C:8]([NH:19][C@H:20]([C@@H:21]([OH:22])[CH3:23])[C:24]([OH:26])=[O:25])=[CH:9][CH:10]=1)#[N:18]. The yield is 0.760.